This data is from Catalyst prediction with 721,799 reactions and 888 catalyst types from USPTO. The task is: Predict which catalyst facilitates the given reaction. (1) Reactant: Cl[C:2]([O:4][CH2:5][C:6]1[CH:11]=[CH:10][CH:9]=[CH:8][CH:7]=1)=[O:3].Cl.[NH:13]1[CH2:18][CH2:17][CH:16]([OH:19])[CH2:15][CH2:14]1.[OH-].[Na+].Cl. Product: [OH:19][CH:16]1[CH2:17][CH2:18][N:13]([C:2]([O:4][CH2:5][C:6]2[CH:11]=[CH:10][CH:9]=[CH:8][CH:7]=2)=[O:3])[CH2:14][CH2:15]1. The catalyst class is: 127. (2) Reactant: [NH2:1][C:2]1[CH:14]=[CH:13][CH:12]=[CH:11][C:3]=1[C:4]([NH:6][CH2:7][CH2:8][O:9][CH3:10])=[O:5].[CH:15]([C:17]1[CH:18]=[CH:19][C:20]([O:37][CH3:38])=[C:21]([CH:36]=1)[CH2:22][O:23][C:24]1[C:29]([CH3:30])=[CH:28][C:27]([NH:31][C:32](=[O:34])[CH3:33])=[CH:26][C:25]=1[CH3:35])=O.C(S([O-])(=O)=O)(F)(F)F.C(S([O-])(=O)=O)(F)(F)F.C(S([O-])(=O)=O)(F)(F)F.[Yb+3]. Product: [CH3:38][O:37][C:20]1[CH:19]=[CH:18][C:17]([CH:15]2[N:6]([CH2:7][CH2:8][O:9][CH3:10])[C:4](=[O:5])[C:3]3[C:2](=[CH:14][CH:13]=[CH:12][CH:11]=3)[NH:1]2)=[CH:36][C:21]=1[CH2:22][O:23][C:24]1[C:25]([CH3:35])=[CH:26][C:27]([NH:31][C:32](=[O:34])[CH3:33])=[CH:28][C:29]=1[CH3:30]. The catalyst class is: 14. (3) Reactant: [CH3:1][O:2][CH2:3][C:4]1[CH:5]=[CH:6][C:7]([NH:10][C:11]2[S:12][C:13]([S:16][C:17]#N)=[CH:14][N:15]=2)=[N:8][CH:9]=1.SC[C@H]([C@@H](CS)O)O.ClC1[CH:33]=[CH:32][N:31]=[C:30]([C:34]([O:36][CH3:37])=[O:35])[C:29]=1[F:38].[OH-].[Na+]. Product: [F:38][C:29]1[C:30]([C:34]([O:36][CH3:37])=[O:35])=[N:31][CH:32]=[CH:33][C:17]=1[S:16][C:13]1[S:12][C:11]([NH:10][C:7]2[CH:6]=[CH:5][C:4]([CH2:3][O:2][CH3:1])=[CH:9][N:8]=2)=[N:15][CH:14]=1. The catalyst class is: 5.